Dataset: Peptide-MHC class I binding affinity with 185,985 pairs from IEDB/IMGT. Task: Regression. Given a peptide amino acid sequence and an MHC pseudo amino acid sequence, predict their binding affinity value. This is MHC class I binding data. (1) The peptide sequence is YGIPFPGSL. The MHC is BoLA-JSP.1 with pseudo-sequence BoLA-JSP.1. The binding affinity (normalized) is 0.359. (2) The MHC is HLA-A02:01 with pseudo-sequence HLA-A02:01. The peptide sequence is SLKRFTHTT. The binding affinity (normalized) is 0.201. (3) The peptide sequence is LLFNILGGWV. The MHC is HLA-A02:06 with pseudo-sequence HLA-A02:06. The binding affinity (normalized) is 0.798. (4) The peptide sequence is ERYLKDQQL. The MHC is HLA-A23:01 with pseudo-sequence HLA-A23:01. The binding affinity (normalized) is 0.